This data is from Full USPTO retrosynthesis dataset with 1.9M reactions from patents (1976-2016). The task is: Predict the reactants needed to synthesize the given product. (1) The reactants are: [C:1]([O:5][CH2:6][C@@H:7]([C:16]1[O:20][N:19]=[C:18]([C@@H:21]2[CH2:25][C:24](=[N:26][O:27][CH3:28])[CH2:23][N:22]2[C:29]([C:31]2[CH:36]=[CH:35][C:34]([C:37]3[CH:42]=[CH:41][CH:40]=[CH:39][CH:38]=3)=[CH:33][CH:32]=2)=[O:30])[N:17]=1)[NH:8]C(OC(C)(C)C)=O)([CH3:4])([CH3:3])[CH3:2].C(O)(C(F)(F)F)=O.C(Cl)Cl.C(=O)([O-])[O-].[Na+].[Na+]. Given the product [CH3:28][O:27][N:26]=[C:24]1[CH2:25][C@@H:21]([C:18]2[N:17]=[C:16]([C@@H:7]([NH2:8])[CH2:6][O:5][C:1]([CH3:4])([CH3:2])[CH3:3])[O:20][N:19]=2)[N:22]([C:29]([C:31]2[CH:32]=[CH:33][C:34]([C:37]3[CH:42]=[CH:41][CH:40]=[CH:39][CH:38]=3)=[CH:35][CH:36]=2)=[O:30])[CH2:23]1.[CH3:28][O:27][N:26]=[C:24]1[CH2:25][C@@H:21]([C:18]2[N:17]=[C:16]([C@@H:7]([NH2:8])[CH2:6][OH:5])[O:20][N:19]=2)[N:22]([C:29]([C:31]2[CH:32]=[CH:33][C:34]([C:37]3[CH:42]=[CH:41][CH:40]=[CH:39][CH:38]=3)=[CH:35][CH:36]=2)=[O:30])[CH2:23]1, predict the reactants needed to synthesize it. (2) The reactants are: [Cl:1][CH2:2][C:3](Cl)=[O:4].[CH2:6]([O:8][CH2:9][C@H:10]1[CH2:14][CH2:13][C@@H:12]([N:15]2[CH2:20][CH2:19][CH:18]([NH:21][C@H:22]3[CH2:27][CH2:26][CH2:25][CH2:24][C@@H:23]3[OH:28])[CH2:17][CH2:16]2)[CH2:11]1)[CH3:7].C(N(CC)CC)C. Given the product [Cl:1][CH2:2][C:3]([N:21]([CH:18]1[CH2:19][CH2:20][N:15]([C@@H:12]2[CH2:13][CH2:14][C@H:10]([CH2:9][O:8][CH2:6][CH3:7])[CH2:11]2)[CH2:16][CH2:17]1)[C@H:22]1[CH2:27][CH2:26][CH2:25][CH2:24][C@@H:23]1[OH:28])=[O:4], predict the reactants needed to synthesize it. (3) Given the product [CH3:1][O:2][C:3]1[CH:12]=[CH:11][CH:10]=[C:9]2[C:4]=1[CH2:5][CH2:6][N:7]([C:15]1[CH:16]=[N:17][CH:18]=[CH:19][C:20]=1[CH3:21])[C:8]2=[O:13], predict the reactants needed to synthesize it. The reactants are: [CH3:1][O:2][C:3]1[CH:12]=[CH:11][CH:10]=[C:9]2[C:4]=1[CH2:5][CH2:6][NH:7][C:8]2=[O:13].I[C:15]1[CH:16]=[N:17][CH:18]=[CH:19][C:20]=1[CH3:21].P([O-])([O-])([O-])=O.[K+].[K+].[K+]. (4) Given the product [I:14][CH2:10][CH2:9][C:6]1[CH:7]=[CH:8][C:3]([O:2][CH3:1])=[CH:4][CH:5]=1, predict the reactants needed to synthesize it. The reactants are: [CH3:1][O:2][C:3]1[CH:8]=[CH:7][C:6]([CH2:9][CH2:10]C(O)=O)=[CH:5][CH:4]=1.[I:14]N1C(C)(C)COC1=O.